This data is from Catalyst prediction with 721,799 reactions and 888 catalyst types from USPTO. The task is: Predict which catalyst facilitates the given reaction. (1) Product: [Cl:15][C:16]1[N:21]=[C:20]([N:22]([CH3:23])[C:24]2[CH:29]=[CH:28][N:27]=[C:26]([NH:1][CH:2]3[CH2:3][CH2:4][N:5]([C:8]([O:10][C:11]([CH3:14])([CH3:13])[CH3:12])=[O:9])[CH2:6][CH2:7]3)[N:25]=2)[CH:19]=[CH:18][N:17]=1. The catalyst class is: 3. Reactant: [NH2:1][CH:2]1[CH2:7][CH2:6][N:5]([C:8]([O:10][C:11]([CH3:14])([CH3:13])[CH3:12])=[O:9])[CH2:4][CH2:3]1.[Cl:15][C:16]1[N:21]=[C:20]([N:22]([C:24]2[CH:29]=[CH:28][N:27]=[C:26](F)[N:25]=2)[CH3:23])[CH:19]=[CH:18][N:17]=1.C(=O)([O-])[O-].[Cs+].[Cs+].O. (2) Reactant: O.[PH2:2]([O-:4])=[O:3].[Na+].C=C.[C:8](OOC(=O)C1C=CC=CC=1)(=O)[C:9]1C=CC=CC=1.O.O.O.O.O.O.O.O.O.[N+]([O-])([O-])=O.[Al+3:39].[N+]([O-])([O-])=O.[N+]([O-])([O-])=O.[Al+3].[CH2:49](P([CH2:49][CH3:50])(=O)[O-])[CH3:50].[CH2:56](P([CH2:56][CH3:57])(=O)[O-])[CH3:57].[CH2:49](P([CH2:56][CH3:57])(=O)[O-])[CH3:50]. Product: [Al+3:39].[CH2:8]([P:2]([O-:4])[O-:3])[CH3:9].[CH2:49]([P:2]([O-:4])[O-:3])[CH3:50].[CH2:56]([P:2]([O-:4])[O-:3])[CH3:57].[Al+3:39]. The catalyst class is: 6. (3) Reactant: [C:1]([C:9]1[CH:19]=[C:18]([OH:20])[C:17]([O:21][CH3:22])=[CH:16][C:10]=1[C:11]([O:13][CH2:14][CH3:15])=[O:12])(=[O:8])[C:2]1[CH:7]=[CH:6][CH:5]=[CH:4][CH:3]=1.ClCCl.[N+:26]([O-])([OH:28])=[O:27].O. Product: [C:1]([C:9]1[C:19]([N+:26]([O-:28])=[O:27])=[C:18]([OH:20])[C:17]([O:21][CH3:22])=[CH:16][C:10]=1[C:11]([O:13][CH2:14][CH3:15])=[O:12])(=[O:8])[C:2]1[CH:3]=[CH:4][CH:5]=[CH:6][CH:7]=1. The catalyst class is: 170. (4) Reactant: [CH3:1][C:2]1[C:7]2[C:8]([CH2:11][N:12]3[C:16]4[CH:17]=[CH:18][CH:19]=[CH:20][C:15]=4[N:14]=[C:13]3[S:21][CH2:22][CH2:23][CH2:24][C:25]([OH:27])=[O:26])=[CH:9][S:10][C:6]=2[CH:5]=[CH:4][CH:3]=1.O1CCOCC1.[ClH:34]. Product: [ClH:34].[CH3:1][C:2]1[C:7]2[C:8]([CH2:11][N:12]3[C:16]4[CH:17]=[CH:18][CH:19]=[CH:20][C:15]=4[N:14]=[C:13]3[S:21][CH2:22][CH2:23][CH2:24][C:25]([OH:27])=[O:26])=[CH:9][S:10][C:6]=2[CH:5]=[CH:4][CH:3]=1. The catalyst class is: 15. (5) The catalyst class is: 501. Reactant: C(O[C:4](=O)[CH2:5][CH2:6][N:7]1[CH2:11][CH2:10][CH2:9][CH:8]1[CH3:12])C.[Br:14][C:15]1[CH:16]=[C:17]([NH2:22])[C:18]([NH2:21])=[CH:19][CH:20]=1.CS(O)(=O)=O.O=P12OP3(OP(OP(O3)(O1)=O)(=O)O2)=O.O=P12OP3(OP(OP(O3)(O1)=O)(=O)O2)=O. Product: [Br:14][C:15]1[CH:20]=[CH:19][C:18]2[NH:21][C:4]([CH2:5][CH2:6][N:7]3[CH2:11][CH2:10][CH2:9][CH:8]3[CH3:12])=[N:22][C:17]=2[CH:16]=1.